From a dataset of Peptide-MHC class II binding affinity with 134,281 pairs from IEDB. Regression. Given a peptide amino acid sequence and an MHC pseudo amino acid sequence, predict their binding affinity value. This is MHC class II binding data. (1) The peptide sequence is CESDEIKDVLKYRWL. The MHC is DRB1_0101 with pseudo-sequence DRB1_0101. The binding affinity (normalized) is 0.652. (2) The peptide sequence is YSDRGWGNGCGLFGK. The MHC is DRB3_0101 with pseudo-sequence DRB3_0101. The binding affinity (normalized) is 0. (3) The peptide sequence is GELQIVDKIDAAFKP. The MHC is DRB5_0101 with pseudo-sequence DRB5_0101. The binding affinity (normalized) is 0.424. (4) The peptide sequence is SQDLELMWNLNGLQAY. The MHC is DRB1_0802 with pseudo-sequence DRB1_0802. The binding affinity (normalized) is 0.448. (5) The peptide sequence is MASSSSVLLVVVLFA. The binding affinity (normalized) is 0. The MHC is HLA-DPA10103-DPB10301 with pseudo-sequence HLA-DPA10103-DPB10301. (6) The peptide sequence is DAYICAIRRAKSFIY. The MHC is DRB1_0701 with pseudo-sequence DRB1_0701. The binding affinity (normalized) is 0.748. (7) The peptide sequence is GEHQIVDKIDAAFKI. The MHC is DRB1_1501 with pseudo-sequence DRB1_1501. The binding affinity (normalized) is 0.585. (8) The peptide sequence is KALYDLQRSAMVYSS. The MHC is HLA-DQA10501-DQB10201 with pseudo-sequence HLA-DQA10501-DQB10201. The binding affinity (normalized) is 0.210. (9) The peptide sequence is GCGSCFEIKCTKPEA. The MHC is DRB3_0202 with pseudo-sequence DRB3_0202. The binding affinity (normalized) is 0.0913. (10) The binding affinity (normalized) is 0. The peptide sequence is ASRENSGGGVEGIGL. The MHC is DRB1_0404 with pseudo-sequence DRB1_0404.